Predict the product of the given reaction. From a dataset of Forward reaction prediction with 1.9M reactions from USPTO patents (1976-2016). (1) Given the reactants Cl[C:2]1[N:3]=[C:4]([NH:16][C:17]2[CH:21]=[C:20]([CH3:22])[NH:19][N:18]=2)[CH:5]=[C:6]2[C:15]=1[CH:14]=[CH:13][C:12]1[O:11][CH2:10][CH2:9][O:8][C:7]2=1, predict the reaction product. The product is: [CH:7]([O:8][C:2]1[N:3]=[C:4]([NH:16][C:17]2[CH:21]=[C:20]([CH3:22])[NH:19][N:18]=2)[CH:5]=[C:6]2[C:15]=1[CH:14]=[CH:13][C:12]1[O:11][CH2:10][CH2:9][O:8][C:7]2=1)([CH3:12])[CH3:6]. (2) Given the reactants NC1N=[C:6](N2CCC3(CN[C@H](C(OC(C)C)=O)C3)CC2)[CH:5]=[C:4](O[C@H](C2C=CC(C3C=CC(C)=C(C)C=3)=CC=2N2C=CC(C)=N2)C(F)(F)F)N=1.[NH2:50][C:51]1[N:56]=[C:55]([N:57]2[CH2:69][CH2:68][C:60]3([CH2:64][NH:63][C@H:62]([C:65]([OH:67])=[O:66])[CH2:61]3)[CH2:59][CH2:58]2)[CH:54]=[C:53]([O:70][C@H:71]([C:76]2[CH:81]=[CH:80][C:79]([Cl:82])=[CH:78][C:77]=2[C:83]2[CH:88]=[CH:87][CH:86]=[CH:85][CH:84]=2)[C:72]([F:75])([F:74])[F:73])[N:52]=1, predict the reaction product. The product is: [NH2:50][C:51]1[N:56]=[C:55]([N:57]2[CH2:58][CH2:59][C:60]3([CH2:64][NH:63][C@H:62]([C:65]([O:67][CH:5]([CH3:6])[CH3:4])=[O:66])[CH2:61]3)[CH2:68][CH2:69]2)[CH:54]=[C:53]([O:70][C@H:71]([C:76]2[CH:81]=[CH:80][C:79]([Cl:82])=[CH:78][C:77]=2[C:83]2[CH:88]=[CH:87][CH:86]=[CH:85][CH:84]=2)[C:72]([F:75])([F:74])[F:73])[N:52]=1.